Task: Predict which catalyst facilitates the given reaction.. Dataset: Catalyst prediction with 721,799 reactions and 888 catalyst types from USPTO (1) Reactant: [CH:1]1[C:6]([NH2:7])=[CH:5][CH:4]=[C:3]([S:8]([NH:11][C:12]2[S:16][CH:15]=[CH:14][N:13]=2)(=[O:10])=[O:9])[CH:2]=1.C[Al](C)C.[Si:21]([O:38][C@@H:39]1[CH2:43][CH2:42][O:41][C:40]1=[O:44])([C:34]([CH3:37])([CH3:36])[CH3:35])([C:28]1[CH:33]=[CH:32][CH:31]=[CH:30][CH:29]=1)[C:22]1[CH:27]=[CH:26][CH:25]=[CH:24][CH:23]=1. The catalyst class is: 2. Product: [Si:21]([O:38][C@H:39]([CH2:43][CH2:42][OH:41])[C:40]([NH:7][C:6]1[CH:1]=[CH:2][C:3]([S:8](=[O:10])(=[O:9])[NH:11][C:12]2[S:16][CH:15]=[CH:14][N:13]=2)=[CH:4][CH:5]=1)=[O:44])([C:34]([CH3:37])([CH3:36])[CH3:35])([C:28]1[CH:33]=[CH:32][CH:31]=[CH:30][CH:29]=1)[C:22]1[CH:23]=[CH:24][CH:25]=[CH:26][CH:27]=1. (2) Reactant: [OH:1][C@H:2]([CH2:7][CH2:8][CH:9]=[CH2:10])CC(O)=O.F[B-](F)(F)F.[CH3:16][O+](C)C.CN(C)C1C2C(=CC=CC=2N(C)C)C=CC=1.Cl.[C:37]([O:40][CH2:41]C)(=[O:39])[CH3:38]. Product: [CH3:41][O:40][C:37](=[O:39])[CH2:38][C@H:2]([O:1][CH3:16])[CH2:7][CH2:8][CH:9]=[CH2:10]. The catalyst class is: 4. (3) Reactant: [F:1][C:2]1[C:7]([F:8])=[CH:6][CH:5]=[CH:4][C:3]=1[C:9]1[N:41]=[C:12]2[CH:13]=[N:14][N:15]([CH:17]([C:22]3[O:26][N:25]=[C:24]([C:27]4[CH:32]=[CH:31][C:30]([O:33][CH2:34][CH2:35][CH3:36])=[CH:29][C:28]=4[C:37]([F:40])([F:39])[F:38])[CH:23]=3)[C:18]([O:20][CH3:21])=[O:19])[CH:16]=[C:11]2[N:10]=1.[C:42]([O-:45])([O-])=O.[K+].[K+].C(Cl)Cl.[CH3:51]O.[CH3:53][C:54]([OH:56])=O. Product: [F:1][C:2]1[C:7]([F:8])=[CH:6][CH:5]=[CH:4][C:3]=1[C:9]1[N:41]=[C:12]2[CH:13]=[N:14][N:15]([CH:17]([C:22]3[O:26][N:25]=[C:24]([C:27]4[CH:32]=[CH:31][C:30]([O:33][CH2:34][CH2:35][CH3:36])=[CH:29][C:28]=4[C:37]([F:38])([F:40])[F:39])[CH:23]=3)[C:18]([O:20][CH2:21][CH2:51][O:56][CH2:54][CH2:53][O:45][CH3:42])=[O:19])[CH:16]=[C:11]2[N:10]=1. The catalyst class is: 25. (4) Reactant: [OH:1][CH:2]([C:37]1[CH:42]=[CH:41][C:40]([O:43][CH3:44])=[CH:39][CH:38]=1)[C@H:3]1[CH2:8][CH2:7][C@H:6]([N:9]2[C:14](=[O:15])[C:13]([CH2:16][C:17]3[CH:22]=[CH:21][C:20]([C:23]4[C:24]([C:29]#[N:30])=[CH:25][CH:26]=[CH:27][CH:28]=4)=[CH:19][CH:18]=3)=[C:12]([CH2:31][CH2:32][CH3:33])[N:11]3[N:34]=[CH:35][N:36]=[C:10]23)[CH2:5][CH2:4]1.C(N(CC)CC)C.Cl. Product: [CH3:44][O:43][C:40]1[CH:39]=[CH:38][C:37]([C:2]([C@H:3]2[CH2:4][CH2:5][C@H:6]([N:9]3[C:14](=[O:15])[C:13]([CH2:16][C:17]4[CH:22]=[CH:21][C:20]([C:23]5[C:24]([C:29]#[N:30])=[CH:25][CH:26]=[CH:27][CH:28]=5)=[CH:19][CH:18]=4)=[C:12]([CH2:31][CH2:32][CH3:33])[N:11]4[N:34]=[CH:35][N:36]=[C:10]34)[CH2:7][CH2:8]2)=[O:1])=[CH:42][CH:41]=1. The catalyst class is: 16. (5) Reactant: [CH3:1][O:2][C:3]1[CH:8]=[CH:7][C:6]([NH:9][C:10](=[O:16])[O:11][C:12]([CH3:15])([CH3:14])[CH3:13])=[C:5]([CH3:17])[CH:4]=1.C([Li])(CC)C.[CH3:23][C:24]([CH3:28])([CH3:27])[CH:25]=[O:26].Cl. Product: [C:12]([O:11][C:10](=[O:16])[NH:9][C:6]1[CH:7]=[CH:8][C:3]([O:2][CH3:1])=[CH:4][C:5]=1[CH2:17][CH:25]([OH:26])[C:24]([CH3:28])([CH3:27])[CH3:23])([CH3:13])([CH3:14])[CH3:15]. The catalyst class is: 30.